Dataset: Forward reaction prediction with 1.9M reactions from USPTO patents (1976-2016). Task: Predict the product of the given reaction. (1) Given the reactants [H-].[Na+].[F:3][C:4]([F:15])([F:14])[C:5]1[C:13]2[CH2:12][CH2:11][CH2:10][CH2:9][C:8]=2[NH:7][N:6]=1.Br[CH2:17][C:18]([O:20][C:21]([CH3:24])([CH3:23])[CH3:22])=[O:19].O, predict the reaction product. The product is: [C:21]([O:20][C:18](=[O:19])[CH2:17][N:7]1[C:8]2[CH2:9][CH2:10][CH2:11][CH2:12][C:13]=2[C:5]([C:4]([F:3])([F:14])[F:15])=[N:6]1)([CH3:24])([CH3:23])[CH3:22]. (2) Given the reactants CS(O[CH2:6][CH2:7][C:8]1([NH:11][C:12]([O:14][C:15]([CH3:18])([CH3:17])[CH3:16])=[O:13])[CH2:10][CH2:9]1)(=O)=O.[C:19]1(=[O:29])[NH:23][C:22](=[O:24])[C:21]2=[CH:25][CH:26]=[CH:27][CH:28]=[C:20]12.[K], predict the reaction product. The product is: [O:24]=[C:22]1[C:21]2[C:20](=[CH:28][CH:27]=[CH:26][CH:25]=2)[C:19](=[O:29])[N:23]1[CH2:6][CH2:7][C:8]1([NH:11][C:12](=[O:13])[O:14][C:15]([CH3:18])([CH3:17])[CH3:16])[CH2:10][CH2:9]1. (3) Given the reactants C[O:2][C:3]([C:5]1[NH:6][C:7]([CH3:17])=[N:8][C:9]=1[C:10]1[CH:15]=[CH:14][C:13]([F:16])=[CH:12][CH:11]=1)=[O:4].CCO.[OH-].[K+].Cl, predict the reaction product. The product is: [F:16][C:13]1[CH:12]=[CH:11][C:10]([C:9]2[N:8]=[C:7]([CH3:17])[NH:6][C:5]=2[C:3]([OH:4])=[O:2])=[CH:15][CH:14]=1. (4) Given the reactants [CH3:1][C:2]1[N:3]([C@@H:15]([CH:17]2[CH2:22][CH2:21][NH:20][CH2:19][CH2:18]2)[CH3:16])[C:4]2[C:9]([C:10]=1[C:11]([O:13][CH3:14])=[O:12])=[CH:8][CH:7]=[CH:6][CH:5]=2.[F:23][C:24]([F:29])([F:28])[CH2:25][CH2:26]I.C(=O)([O-])[O-].[K+].[K+], predict the reaction product. The product is: [CH3:1][C:2]1[N:3]([C@@H:15]([CH:17]2[CH2:18][CH2:19][N:20]([CH2:26][CH2:25][C:24]([F:29])([F:28])[F:23])[CH2:21][CH2:22]2)[CH3:16])[C:4]2[C:9]([C:10]=1[C:11]([O:13][CH3:14])=[O:12])=[CH:8][CH:7]=[CH:6][CH:5]=2. (5) Given the reactants [CH2:1]([O:8][C:9]1[C:24]([O:25][CH3:26])=[CH:23][C:12]([C:13]([N:15]2[CH2:20][CH2:19][CH2:18][CH2:17][C@@H:16]2[CH:21]=O)=[O:14])=[C:11]([N+:27]([O-])=O)[CH:10]=1)[C:2]1[CH:7]=[CH:6][CH:5]=[CH:4][CH:3]=1.C1COCC1.O.[O-]S(S([O-])=O)=O.[Na+].[Na+], predict the reaction product. The product is: [CH2:1]([O:8][C:9]1[C:24]([O:25][CH3:26])=[CH:23][C:12]2[C:13](=[O:14])[N:15]3[CH2:20][CH2:19][CH2:18][CH2:17][C@@H:16]3[CH:21]=[N:27][C:11]=2[CH:10]=1)[C:2]1[CH:3]=[CH:4][CH:5]=[CH:6][CH:7]=1. (6) Given the reactants [NH:1]1[C:9]2[C:4](=[CH:5][C:6]([C:10]([O:12][CH2:13][C:14]3[CH:19]=[CH:18][CH:17]=[CH:16][CH:15]=3)=[O:11])=[CH:7][CH:8]=2)[CH:3]=[CH:2]1.[H-].[Na+].[C:22](Cl)(=[O:24])[CH3:23], predict the reaction product. The product is: [C:22]([N:1]1[C:9]2[C:4](=[CH:5][C:6]([C:10]([O:12][CH2:13][C:14]3[CH:15]=[CH:16][CH:17]=[CH:18][CH:19]=3)=[O:11])=[CH:7][CH:8]=2)[CH:3]=[CH:2]1)(=[O:24])[CH3:23]. (7) Given the reactants O=[C:2]([C:8]1[CH:13]=[CH:12][C:11]([S:14][C:15]([F:18])([F:17])[F:16])=[CH:10][CH:9]=1)[CH2:3][C:4](OC)=[O:5].[CH3:19][NH:20][NH2:21], predict the reaction product. The product is: [CH3:19][N:20]1[C:4](=[O:5])[CH2:3][C:2]([C:8]2[CH:13]=[CH:12][C:11]([S:14][C:15]([F:18])([F:17])[F:16])=[CH:10][CH:9]=2)=[N:21]1. (8) Given the reactants [Br:1][C:2]1[CH:3]=[C:4]2[C:9](=[CH:10][CH:11]=1)[N:8]=[C:7](Cl)[C:6]([CH2:13][C:14]1[CH:19]=[CH:18][C:17]([C:20]([F:23])([F:22])[F:21])=[CH:16][CH:15]=1)=[C:5]2[Cl:24].C1(C)C=CC=CC=1.[CH3:32][O-:33].[Na+].[Al], predict the reaction product. The product is: [Br:1][C:2]1[CH:3]=[C:4]2[C:9](=[CH:10][CH:11]=1)[N:8]=[C:7]([O:33][CH3:32])[C:6]([CH2:13][C:14]1[CH:19]=[CH:18][C:17]([C:20]([F:23])([F:22])[F:21])=[CH:16][CH:15]=1)=[C:5]2[Cl:24]. (9) Given the reactants [N:1]1[CH:2]=[CH:3][N:4]2[CH:9]=[C:8](B(O)O)[CH:7]=[CH:6][C:5]=12.[C:13]([C:17]1[CH:21]=[C:20]([C:22]([O:24][CH2:25][CH3:26])=[O:23])[NH:19][N:18]=1)([CH3:16])([CH3:15])[CH3:14], predict the reaction product. The product is: [C:13]([C:17]1[CH:21]=[C:20]([C:22]([O:24][CH2:25][CH3:26])=[O:23])[N:19]([C:8]2[CH:7]=[CH:6][C:5]3[N:4]([CH:3]=[CH:2][N:1]=3)[CH:9]=2)[N:18]=1)([CH3:16])([CH3:14])[CH3:15].